Dataset: Catalyst prediction with 721,799 reactions and 888 catalyst types from USPTO. Task: Predict which catalyst facilitates the given reaction. (1) Reactant: [NH2:1][C:2](=[O:20])[C@H:3]([NH:12][C:13](=[O:19])[O:14][C:15]([CH3:18])([CH3:17])[CH3:16])[CH2:4][C:5]1[CH:10]=[CH:9][C:8](I)=[CH:7][CH:6]=1.[CH3:21][S:22]([O-:24])=[O:23].[Na+].CNCCNC.O. Product: [NH2:1][C:2](=[O:20])[C@H:3]([NH:12][C:13](=[O:19])[O:14][C:15]([CH3:18])([CH3:17])[CH3:16])[CH2:4][C:5]1[CH:10]=[CH:9][C:8]([S:22]([CH3:21])(=[O:24])=[O:23])=[CH:7][CH:6]=1. The catalyst class is: 197. (2) Reactant: [OH-].[Na+].C([O:10][C:11](=[O:27])[C:12]1[CH:17]=[CH:16][C:15]([CH3:18])=[C:14]([O:19][CH2:20][C:21]2[CH:26]=[CH:25][CH:24]=[CH:23][CH:22]=2)[CH:13]=1)C1C=CC=CC=1. Product: [CH2:20]([O:19][C:14]1[CH:13]=[C:12]([CH:17]=[CH:16][C:15]=1[CH3:18])[C:11]([OH:27])=[O:10])[C:21]1[CH:22]=[CH:23][CH:24]=[CH:25][CH:26]=1. The catalyst class is: 24. (3) Reactant: Br[C:2]1[CH:10]=[C:9]2[C:5]([CH2:6][N:7]([C:12]3[CH:17]=[CH:16][C:15]([CH:18]([CH3:26])[C:19]([O:21][C:22]([CH3:25])([CH3:24])[CH3:23])=[O:20])=[CH:14][CH:13]=3)[C:8]2=[O:11])=[CH:4][CH:3]=1.[CH:27](/B(O)O)=[CH:28]/[CH3:29].C(=O)([O-])[O-].[Cs+].[Cs+].COCCOC.O. Product: [O:11]=[C:8]1[C:9]2[C:5](=[CH:4][CH:3]=[C:2]([CH:27]=[CH:28][CH3:29])[CH:10]=2)[CH2:6][N:7]1[C:12]1[CH:13]=[CH:14][C:15]([CH:18]([CH3:26])[C:19]([O:21][C:22]([CH3:23])([CH3:25])[CH3:24])=[O:20])=[CH:16][CH:17]=1. The catalyst class is: 535. (4) Reactant: [NH2:1][C:2]1[C:7]([C:8]#N)=[CH:6][N:5]=[C:4]([S:10][CH3:11])[N:3]=1.[H-].C([Al+]CC(C)C)C(C)C.Cl.C([O-])([O-])=[O:24].[Na+].[Na+]. Product: [NH2:1][C:2]1[C:7]([CH:8]=[O:24])=[CH:6][N:5]=[C:4]([S:10][CH3:11])[N:3]=1. The catalyst class is: 1. (5) Product: [CH2:1]([O:8][C:9]([N:11]1[CH2:16][CH2:15][CH2:14][CH2:13][C@H:12]1[C:17]1[NH:21][C:20]2[CH:22]=[CH:23][C:24]([C:26]#[CH:27])=[CH:25][C:19]=2[N:18]=1)=[O:10])[C:2]1[CH:3]=[CH:4][CH:5]=[CH:6][CH:7]=1. Reactant: [CH2:1]([O:8][C:9]([N:11]1[CH2:16][CH2:15][CH2:14][CH2:13][C@H:12]1[C:17]1[NH:21][C:20]2[CH:22]=[CH:23][C:24]([C:26]#[C:27][Si](C)(C)C)=[CH:25][C:19]=2[N:18]=1)=[O:10])[C:2]1[CH:7]=[CH:6][CH:5]=[CH:4][CH:3]=1.C(=O)([O-])[O-].[K+].[K+]. The catalyst class is: 5. (6) Reactant: [C:1]([O:9][CH2:10][CH3:11])(=[O:8])[CH2:2][C:3]([O:5][CH2:6][CH3:7])=[O:4].[C:12](#[N:14])[CH3:13].[Sn](Cl)(Cl)(Cl)Cl. Product: [NH2:14][C:12](=[C:2]([C:3]([O:5][CH2:6][CH3:7])=[O:4])[C:1]([O:9][CH2:10][CH3:11])=[O:8])[CH3:13]. The catalyst class is: 26. (7) Reactant: [Cl:1][C:2]1[CH:3]=[CH:4][C:5]2[NH:11][C:10](=O)[C@@H:9]([CH2:13][C:14]([O:16][CH2:17][CH3:18])=[O:15])[O:8][C@H:7]([C:19]3[C:20]([C:25]([F:28])([F:27])[F:26])=[N:21][CH:22]=[CH:23][CH:24]=3)[C:6]=2[CH:29]=1.C(=O)([O-])O.[Na+].P12(SP3(SP(SP(S3)(S1)=S)(=S)S2)=S)=[S:36]. Product: [Cl:1][C:2]1[CH:3]=[CH:4][C:5]2[NH:11][C:10](=[S:36])[C@@H:9]([CH2:13][C:14]([O:16][CH2:17][CH3:18])=[O:15])[O:8][C@H:7]([C:19]3[C:20]([C:25]([F:28])([F:27])[F:26])=[N:21][CH:22]=[CH:23][CH:24]=3)[C:6]=2[CH:29]=1. The catalyst class is: 334. (8) The catalyst class is: 24. Product: [Cl:3][C:4]1[C:5]([C:28]2[N:32]3[CH:33]=[CH:34][CH:35]=[CH:36][C:31]3=[N:30][CH:29]=2)=[N:6][C:7]([NH:10][C:11]2[CH:16]=[CH:15][C:14]([N:17]3[CH2:18][CH2:19][NH:20][CH2:21][CH2:22]3)=[CH:13][C:12]=2[O:26][CH3:27])=[N:8][CH:9]=1. Reactant: [OH-].[Na+].[Cl:3][C:4]1[C:5]([C:28]2[N:32]3[CH:33]=[CH:34][CH:35]=[CH:36][C:31]3=[N:30][CH:29]=2)=[N:6][C:7]([NH:10][C:11]2[CH:16]=[CH:15][C:14]([N:17]3[CH2:22][CH2:21][N:20](C(=O)C)[CH2:19][CH2:18]3)=[CH:13][C:12]=2[O:26][CH3:27])=[N:8][CH:9]=1. (9) Reactant: C(N(CC)CC)C.[Cl:8][C:9]1[CH:14]=[CH:13][C:12]([CH:15]([C:21]2[CH:26]=[CH:25][C:24]([Cl:27])=[CH:23][CH:22]=2)[N:16]2[CH2:19][CH:18]([NH2:20])[CH2:17]2)=[CH:11][CH:10]=1.[N:28]1[CH:33]=[CH:32][CH:31]=[C:30]([S:34](Cl)(=[O:36])=[O:35])[CH:29]=1. Product: [Cl:8][C:9]1[CH:14]=[CH:13][C:12]([CH:15]([C:21]2[CH:26]=[CH:25][C:24]([Cl:27])=[CH:23][CH:22]=2)[N:16]2[CH2:17][CH:18]([NH:20][S:34]([C:30]3[CH:29]=[N:28][CH:33]=[CH:32][CH:31]=3)(=[O:36])=[O:35])[CH2:19]2)=[CH:11][CH:10]=1. The catalyst class is: 4. (10) Reactant: [CH2:1]([N:8]1[C:16]2[C:11](=[CH:12][CH:13]=[C:14]([NH2:17])[CH:15]=2)[CH:10]=[CH:9]1)[C:2]1[CH:7]=[CH:6][CH:5]=[CH:4][CH:3]=1.Cl[C:19]1[N:28]=[CH:27][C:26]([CH:29]2[CH2:31][CH2:30]2)=[CH:25][C:20]=1[C:21]([O:23][CH3:24])=[O:22].C(=O)([O-])[O-].[Cs+].[Cs+]. Product: [CH2:1]([N:8]1[C:16]2[C:11](=[CH:12][CH:13]=[C:14]([NH:17][C:19]3[N:28]=[CH:27][C:26]([CH:29]4[CH2:31][CH2:30]4)=[CH:25][C:20]=3[C:21]([O:23][CH3:24])=[O:22])[CH:15]=2)[CH:10]=[CH:9]1)[C:2]1[CH:3]=[CH:4][CH:5]=[CH:6][CH:7]=1. The catalyst class is: 187.